Dataset: Full USPTO retrosynthesis dataset with 1.9M reactions from patents (1976-2016). Task: Predict the reactants needed to synthesize the given product. Given the product [Br:37][C:38]1[CH:39]=[C:40]([C:44]2[CH:49]=[CH:48][CH:47]=[C:46]([CH2:50][O:16][C@H:14]3[CH2:15][N:8]([C:6]([O:5][C:1]([CH3:4])([CH3:2])[CH3:3])=[O:7])[C@H:9]([C:10]([O:12][CH3:17])=[O:11])[CH2:13]3)[CH:45]=2)[CH:41]=[CH:42][CH:43]=1, predict the reactants needed to synthesize it. The reactants are: [C:1]([O:5][C:6]([N:8]1[CH2:15][C@H:14]([OH:16])[CH2:13][C@H:9]1[C:10]([OH:12])=[O:11])=[O:7])([CH3:4])([CH3:3])[CH3:2].[CH2:17]1OCCOCCOCCOCCOCCOC1.[H-].[Na+].[Br:37][C:38]1[CH:39]=[C:40]([C:44]2[CH:49]=[CH:48][CH:47]=[C:46]([CH2:50]Br)[CH:45]=2)[CH:41]=[CH:42][CH:43]=1.[Si](C=[N+]=[N-])(C)(C)C.